Dataset: Reaction yield outcomes from USPTO patents with 853,638 reactions. Task: Predict the reaction yield, written as a fraction of the theoretical maximum amount of product (1.0 means a 100% yield; for example, 0.34 means a 34% yield). (1) The reactants are [O:1]1[CH2:5][CH2:4][CH:3]([CH2:6][OH:7])[CH2:2]1.C(N(CC)CC)C.[CH3:15][S:16](Cl)(=[O:18])=[O:17].C([O-])(O)=O.[Na+]. The catalyst is ClCCl. The product is [CH3:15][S:16]([O:7][CH2:6][CH:3]1[CH2:4][CH2:5][O:1][CH2:2]1)(=[O:18])=[O:17]. The yield is 0.990. (2) The reactants are [CH:1]1([OH:9])[CH2:8][CH2:7][CH2:6][CH2:5][CH2:4][CH:3]=[CH:2]1.[CH2:10]([N:17]=[C:18]=[O:19])[C:11]1[CH:16]=[CH:15][CH:14]=[CH:13][CH:12]=1.C(N(CC)CC)C.[Al]. The catalyst is ClCCl. The product is [CH2:10]([NH:17][C:18](=[O:19])[O:9][CH:1]1[CH2:8][CH2:7][CH2:6][CH2:5][CH2:4][CH:3]=[CH:2]1)[C:11]1[CH:16]=[CH:15][CH:14]=[CH:13][CH:12]=1. The yield is 0.209. (3) The reactants are [C:1]([C:5]1[CH:10]=[C:9]([Br:11])[C:8]([N+:12]([O-])=O)=[CH:7][C:6]=1[OH:15])([CH3:4])([CH3:3])[CH3:2]. The catalyst is CO.[Ni]. The product is [C:1]([C:5]1[CH:10]=[C:9]([Br:11])[C:8]([NH2:12])=[CH:7][C:6]=1[OH:15])([CH3:4])([CH3:2])[CH3:3]. The yield is 0.700.